This data is from Retrosynthesis with 50K atom-mapped reactions and 10 reaction types from USPTO. The task is: Predict the reactants needed to synthesize the given product. Given the product COC(=O)c1ccc(OCc2ccccc2)cc1OC(C)c1ccccc1C, predict the reactants needed to synthesize it. The reactants are: COC(=O)c1ccc(OCc2ccccc2)cc1O.Cc1ccccc1C(C)O.